Dataset: Catalyst prediction with 721,799 reactions and 888 catalyst types from USPTO. Task: Predict which catalyst facilitates the given reaction. (1) Reactant: [Cl:1][C:2]1[CH:3]=[C:4]([C@H:9]([N:14]2[C:22]3[C:17](=[CH:18][CH:19]=[CH:20][C:21]=3[F:23])[C:16]([CH3:25])([CH3:24])[C:15]2=[O:26])[C@H:10]([OH:13])[CH2:11]O)[CH:5]=[C:6]([F:8])[CH:7]=1.C1(C)C=CC(S(Cl)(=O)=O)=CC=1.[N:38]1C=CC=C[CH:39]=1. Product: [Cl:1][C:2]1[CH:3]=[C:4]([C@H:9]([N:14]2[C:22]3[C:17](=[CH:18][CH:19]=[CH:20][C:21]=3[F:23])[C:16]([CH3:25])([CH3:24])[C:15]2=[O:26])[C@H:10]([OH:13])[CH2:11][NH:38][CH3:39])[CH:5]=[C:6]([F:8])[CH:7]=1. The catalyst class is: 27. (2) Reactant: [CH3:1][O:2][C:3]1[CH:8]=[CH:7][C:6]([NH:9][CH:10]=[C:11]2[C:16](=[O:17])OC(C)(C)OC2=O)=[CH:5][C:4]=1[O:21][CH2:22][CH2:23][O:24][CH3:25]. Product: [CH3:1][O:2][C:3]1[CH:8]=[C:7]2[C:6](=[CH:5][C:4]=1[O:21][CH2:22][CH2:23][O:24][CH3:25])[NH:9][CH:10]=[CH:11][C:16]2=[O:17]. The catalyst class is: 736. (3) Reactant: F[C:2](F)(F)[C:3](O)=O.[F:8][C:9]1[C:19]2[N:18]([CH3:20])[C:17](=[O:21])[O:16][CH2:15][CH2:14][C:13]=2[CH:12]=[C:11]([N:22]2[CH2:26][C@H:25]([CH2:27][NH:28][C:29](=O)[O:30]C(C)(C)C)[O:24][C:23]2=[O:36])[CH:10]=1.C(OC(=O)CC)(=O)CC.C(N(C(C)C)CC)(C)C.NC[C@@H]1OC(=O)N(C2C=C(F)C3N(C)C(=O)OCCC=3C=2)C1. Product: [F:8][C:9]1[C:19]2[N:18]([CH3:20])[C:17](=[O:21])[O:16][CH2:15][CH2:14][C:13]=2[CH:12]=[C:11]([N:22]2[CH2:26][C@H:25]([CH2:27][NH:28][C:29](=[O:30])[CH2:2][CH3:3])[O:24][C:23]2=[O:36])[CH:10]=1. The catalyst class is: 366. (4) Reactant: [F:1][C:2]([F:16])([F:15])[C:3]([F:14])([F:13])[C:4]([F:12])([F:11])[C:5]([F:10])([F:9])[CH2:6][CH2:7]I.[Li]C(C)(C)C.Cl[SiH:23]([CH:27]([CH3:29])[CH3:28])[CH:24]([CH3:26])[CH3:25].O. Product: [CH:24]([SiH:23]([CH:27]([CH3:29])[CH3:28])[CH2:7][CH2:6][C:5]([F:10])([F:9])[C:4]([F:12])([F:11])[C:3]([F:14])([F:13])[C:2]([F:16])([F:15])[F:1])([CH3:26])[CH3:25]. The catalyst class is: 28. (5) Reactant: C(O)C.[NH2:4][NH2:5].[Cl:6][C:7]1[CH:12]=[C:11]([NH:13][C:14](=[N:17][C:18]#[N:19])SC)[CH:10]=[C:9]([C:20]([F:23])([F:22])[F:21])[C:8]=1[S:24][C:25]1[CH:34]=[CH:33][C:28]([C:29]([O:31][CH3:32])=[O:30])=[CH:27][CH:26]=1. Product: [CH3:32][O:31][C:29](=[O:30])[C:28]1[CH:33]=[CH:34][C:25]([S:24][C:8]2[C:9]([C:20]([F:23])([F:22])[F:21])=[CH:10][C:11]([NH:13][C:14]3[N:17]=[C:18]([NH2:19])[NH:5][N:4]=3)=[CH:12][C:7]=2[Cl:6])=[CH:26][CH:27]=1. The catalyst class is: 13.